Dataset: Forward reaction prediction with 1.9M reactions from USPTO patents (1976-2016). Task: Predict the product of the given reaction. (1) Given the reactants [O:1]=[C:2]1[O:6][CH2:5][C:4]([C:7]2[CH:17]=[CH:16][C:10]3[O:11][CH2:12][C:13](=[O:15])[NH:14][C:9]=3[CH:8]=2)=[C:3]1[C:18]1[CH:23]=[CH:22][CH:21]=[CH:20][CH:19]=1, predict the reaction product. The product is: [O:1]=[C:2]1[O:6][CH2:5][C@@H:4]([C:7]2[CH:17]=[CH:16][C:10]3[O:11][CH2:12][C:13](=[O:15])[NH:14][C:9]=3[CH:8]=2)[C@H:3]1[C:18]1[CH:23]=[CH:22][CH:21]=[CH:20][CH:19]=1. (2) Given the reactants [NH2:1][CH2:2][CH2:3][CH2:4][CH2:5][CH2:6][CH2:7][OH:8].[CH2:9]([O:16][C:17](Cl)=[O:18])[C:10]1[CH:15]=[CH:14][CH:13]=[CH:12][CH:11]=1.C(N(CC)CC)C.CCOC(C)=O, predict the reaction product. The product is: [CH2:9]([O:16][C:17](=[O:18])[NH:1][CH2:2][CH2:3][CH2:4][CH2:5][CH2:6][CH2:7][OH:8])[C:10]1[CH:15]=[CH:14][CH:13]=[CH:12][CH:11]=1. (3) Given the reactants C([O:3][C:4](=[O:28])[CH2:5][CH:6]1[C:14]2[C:9](=[C:10]([Br:27])[C:11]([O:16][C:17]3[CH:22]=[CH:21][C:20]([OH:23])=[C:19]([CH:24]([CH3:26])[CH3:25])[CH:18]=3)=[C:12]([Br:15])[CH:13]=2)[CH2:8][CH2:7]1)C.C(=O)([O-])[O-].[K+].[K+].Br[CH2:36][C:37]1[CH:46]=[CH:45][C:40]([C:41]([O:43]C)=[O:42])=[CH:39][CH:38]=1, predict the reaction product. The product is: [Br:27][C:10]1[C:11]([O:16][C:17]2[CH:22]=[CH:21][C:20]([O:23][CH2:36][C:37]3[CH:46]=[CH:45][C:40]([C:41]([OH:43])=[O:42])=[CH:39][CH:38]=3)=[C:19]([CH:24]([CH3:26])[CH3:25])[CH:18]=2)=[C:12]([Br:15])[CH:13]=[C:14]2[C:9]=1[CH2:8][CH2:7][CH:6]2[CH2:5][C:4]([OH:3])=[O:28]. (4) Given the reactants C(=O)([O-])[O-].[Na+].[Na+].COCCOC.Br[C:14]1[CH:18]=[CH:17][S:16][CH:15]=1.CC1(C)C(C)(C)OB([C:27]2[CH:33]=[CH:32][C:30]([NH2:31])=[CH:29][CH:28]=2)O1, predict the reaction product. The product is: [S:16]1[CH:17]=[CH:18][C:14]([C:27]2[CH:33]=[CH:32][C:30]([NH2:31])=[CH:29][CH:28]=2)=[CH:15]1.